The task is: Predict the product of the given reaction.. This data is from Forward reaction prediction with 1.9M reactions from USPTO patents (1976-2016). (1) Given the reactants C([O:8][C:9]1[C:13]([O:14]CC2C=CC=CC=2)=[C:12]([C:22]([N:24]2[CH2:29][CH2:28][N:27]([CH3:30])[CH2:26][CH2:25]2)=[O:23])[N:11]([C:31]2[CH:36]=[CH:35][C:34]([O:37][CH3:38])=[CH:33][CH:32]=2)[C:10]=1[C:39]([N:41]([CH3:43])[CH3:42])=[O:40])C1C=CC=CC=1.[H][H], predict the reaction product. The product is: [OH:8][C:9]1[C:13]([OH:14])=[C:12]([C:22]([N:24]2[CH2:29][CH2:28][N:27]([CH3:30])[CH2:26][CH2:25]2)=[O:23])[N:11]([C:31]2[CH:32]=[CH:33][C:34]([O:37][CH3:38])=[CH:35][CH:36]=2)[C:10]=1[C:39]([N:41]([CH3:42])[CH3:43])=[O:40]. (2) Given the reactants ClC1C=C(C(F)(F)F)C=C(Cl)C=1N.Cl[C:15]1[CH:16]=[C:17]([C:23]([F:26])([F:25])[F:24])[CH:18]=[C:19](Cl)[C:20]=1[Cl:21].[F-].[Li+].N, predict the reaction product. The product is: [Cl:21][C:20]1[CH:15]=[CH:16][C:17]([C:23]([F:24])([F:25])[F:26])=[CH:18][CH:19]=1. (3) Given the reactants [OH:1][CH2:2][CH2:3][O:4][C:5]1[C:9]([C:10]2[CH:15]=[CH:14][C:13]([CH3:16])=[CH:12][CH:11]=2)=[C:8]([NH:17][S:18]([C:21]2[CH:26]=[CH:25][C:24]([CH:27]([CH3:29])[CH3:28])=[CH:23][N:22]=2)(=[O:20])=[O:19])[N:7]([CH3:30])[N:6]=1.[H-].[Na+].Cl[C:34]1[N:39]=[CH:38][C:37]([S:40]([CH3:43])(=[O:42])=[O:41])=[CH:36][N:35]=1, predict the reaction product. The product is: [CH:27]([C:24]1[CH:25]=[CH:26][C:21]([S:18]([NH:17][C:8]2[N:7]([CH3:30])[N:6]=[C:5]([O:4][CH2:3][CH2:2][O:1][C:34]3[N:39]=[CH:38][C:37]([S:40]([CH3:43])(=[O:42])=[O:41])=[CH:36][N:35]=3)[C:9]=2[C:10]2[CH:15]=[CH:14][C:13]([CH3:16])=[CH:12][CH:11]=2)(=[O:19])=[O:20])=[N:22][CH:23]=1)([CH3:28])[CH3:29]. (4) Given the reactants [CH3:1][C:2]1[CH:10]=[CH:9][CH:8]=[C:7]2[C:3]=1[CH:4]=[CH:5][NH:6]2.[H-].[Na+].[C:13]([O:17][C:18]([N:20]1[CH2:25][CH2:24][CH:23]([CH2:26][CH2:27][CH2:28]OS(C)(=O)=O)[CH2:22][CH2:21]1)=[O:19])([CH3:16])([CH3:15])[CH3:14], predict the reaction product. The product is: [C:13]([O:17][C:18]([N:20]1[CH2:25][CH2:24][CH:23]([CH2:26][CH2:27][CH2:28][N:6]2[C:7]3[C:3](=[C:2]([CH3:1])[CH:10]=[CH:9][CH:8]=3)[CH:4]=[CH:5]2)[CH2:22][CH2:21]1)=[O:19])([CH3:16])([CH3:15])[CH3:14]. (5) The product is: [CH3:1][N:2]([CH3:3])[CH2:4][C:5]([N:69]1[CH2:68][CH2:67][CH:66]([N:64]2[CH:65]=[C:61]([C:47]3[C:46]4[C:50](=[CH:51][C:43]([F:42])=[CH:44][CH:45]=4)[N:49]([S:52]([C:55]4[CH:60]=[CH:59][CH:58]=[CH:57][CH:56]=4)(=[O:54])=[O:53])[CH:48]=3)[CH:62]=[N:63]2)[CH2:71][CH2:70]1)=[O:7]. Given the reactants [CH3:1][N:2]([CH2:4][C:5]([OH:7])=O)[CH3:3].CN(C(ON1N=NC2C=CC=NC1=2)=[N+](C)C)C.F[P-](F)(F)(F)(F)F.CCN(C(C)C)C(C)C.Cl.[F:42][C:43]1[CH:51]=[C:50]2[C:46]([C:47]([C:61]3[CH:62]=[N:63][N:64]([CH:66]4[CH2:71][CH2:70][NH:69][CH2:68][CH2:67]4)[CH:65]=3)=[CH:48][N:49]2[S:52]([C:55]2[CH:60]=[CH:59][CH:58]=[CH:57][CH:56]=2)(=[O:54])=[O:53])=[CH:45][CH:44]=1, predict the reaction product. (6) The product is: [CH3:1][O:2][C:3](=[O:11])[CH2:4][CH2:5][CH2:6][CH2:7][C:8]1[O:9][N:23]=[C:14]([C:15]2[CH:20]=[CH:19][CH:18]=[CH:17][C:16]=2[O:21][CH3:22])[N:13]=1. Given the reactants [CH3:1][O:2][C:3](=[O:11])[CH2:4][CH2:5][CH2:6][CH2:7][C:8](Cl)=[O:9].O[NH:13][C:14](=[NH:23])[C:15]1[CH:20]=[CH:19][CH:18]=[CH:17][C:16]=1[O:21][CH3:22], predict the reaction product. (7) The product is: [CH2:1]1[C:9]2[C:4](=[CH:5][C:6]([CH:10]([NH:12][CH2:21][C:18]3[CH:19]=[N:20][C:15]([C:14]([F:24])([F:13])[F:23])=[CH:16][CH:17]=3)[CH3:11])=[CH:7][CH:8]=2)[CH2:3][CH2:2]1. Given the reactants [CH2:1]1[C:9]2[C:4](=[CH:5][C:6]([CH:10]([NH2:12])[CH3:11])=[CH:7][CH:8]=2)[CH2:3][CH2:2]1.[F:13][C:14]([F:24])([F:23])[C:15]1[N:20]=[CH:19][C:18]([CH:21]=O)=[CH:17][CH:16]=1.C(O[BH-](OC(=O)C)OC(=O)C)(=O)C.[Na+].C(O)(=O)C, predict the reaction product. (8) Given the reactants [NH:1]1[C:20]2[C:9]3[NH:10][C:11]4[C:16]([C:8]=3[CH2:7][CH2:6][CH2:5][C:4]=2[CH:3]=[N:2]1)=[CH:15][C:14]([C:17](O)=[O:18])=[CH:13][CH:12]=4.[NH:21]1[CH2:26][CH2:25][CH:24]([OH:27])[CH2:23][CH2:22]1.C(N(CC)CC)C.P(C#N)(OCC)(OCC)=O, predict the reaction product. The product is: [NH:1]1[C:20]2[C:9]3[NH:10][C:11]4[C:16]([C:8]=3[CH2:7][CH2:6][CH2:5][C:4]=2[CH:3]=[N:2]1)=[CH:15][C:14]([C:17]([N:21]1[CH2:26][CH2:25][CH:24]([OH:27])[CH2:23][CH2:22]1)=[O:18])=[CH:13][CH:12]=4.